Dataset: Forward reaction prediction with 1.9M reactions from USPTO patents (1976-2016). Task: Predict the product of the given reaction. (1) Given the reactants [CH2:1]([O:8][CH:9]1[CH2:14][CH2:13][CH2:12][CH2:11][CH:10]1[NH2:15])[C:2]1[CH:7]=[CH:6][CH:5]=[CH:4][CH:3]=1.[C:16]([O:20][C:21](O[C:21]([O:20][C:16]([CH3:19])([CH3:18])[CH3:17])=[O:22])=[O:22])([CH3:19])([CH3:18])[CH3:17].C(N(CC)CC)C, predict the reaction product. The product is: [C:16]([O:20][C:21](=[O:22])[NH:15][C@@H:10]1[CH2:11][CH2:12][CH2:13][CH2:14][C@H:9]1[O:8][CH2:1][C:2]1[CH:7]=[CH:6][CH:5]=[CH:4][CH:3]=1)([CH3:19])([CH3:18])[CH3:17]. (2) Given the reactants CC1C=CC(S(O[CH2:12][C@H:13]([C:18]2[CH:23]=[CH:22][C:21]([O:24][CH3:25])=[C:20]([Br:26])[CH:19]=2)[C:14]([OH:17])([CH3:16])[CH3:15])(=O)=O)=CC=1.[N-]=[N+]=[N-].[Na+].C[N:32]([CH:34]=[O:35])C, predict the reaction product. The product is: [Br:26][C:20]1[CH:19]=[C:18]([C@@H:13]2[C:14]([CH3:15])([CH3:16])[O:17][C:34](=[O:35])[NH:32][CH2:12]2)[CH:23]=[CH:22][C:21]=1[O:24][CH3:25]. (3) Given the reactants [F:1][C:2]1C=[C:4]([C:11]2[CH:16]=[CH:15][C:14]([O:17][CH2:18][CH:19]3[CH2:24][CH2:23][N:22]([CH2:25][C:26]([F:29])([CH3:28])[CH3:27])[CH2:21][CH2:20]3)=[C:13]([CH2:30][OH:31])[CH:12]=2)[CH:5]=[CH:6][C:7]=1C(O)=O.[NH:32]1[CH2:36][CH2:35][CH2:34][C@H:33]1[C:37]([NH2:39])=[O:38].[CH2:40](Cl)[CH2:41]Cl.C1C=CC2N([OH:53])N=NC=2C=1.CCN(C(C)C)C(C)C, predict the reaction product. The product is: [F:1][C:2]1[CH:7]=[CH:6][CH:5]=[C:4]([C:11]2[CH:16]=[CH:15][C:14]([O:17][CH2:18][CH:19]3[CH2:24][CH2:23][N:22]([CH2:25][C:26]([F:29])([CH3:27])[CH3:28])[CH2:21][CH2:20]3)=[C:13]([CH2:30][OH:31])[CH:12]=2)[C:40]=1[C:41]([N:32]1[CH2:36][CH2:35][CH2:34][C@H:33]1[C:37]([NH2:39])=[O:38])=[O:53]. (4) Given the reactants [C:1]([O:5][C:6]([C@H:8]1[CH2:15][C:12]2([CH2:14][CH2:13]2)[CH2:11][NH:10][C@@H:9]1[C:16]([OH:18])=O)=[O:7])([CH3:4])([CH3:3])[CH3:2].F[P-](F)(F)(F)(F)F.N1(O[P+](N(C)C)(N(C)C)N(C)C)C2C=CC=C[C:29]=2N=N1.[CH3:46][C:47]1[CH:48]=[C:49]([N:53]2[CH2:58][CH2:57][NH:56][CH2:55][CH2:54]2)[CH:50]=[CH:51][CH:52]=1.C(N(C(C)C)CC)(C)C.C=O.[BH-](OC(C)=O)(OC(C)=O)OC(C)=O.[Na+], predict the reaction product. The product is: [CH3:29][N:10]1[C@H:9]([C:16]([N:56]2[CH2:57][CH2:58][N:53]([C:49]3[CH:50]=[CH:51][CH:52]=[C:47]([CH3:46])[CH:48]=3)[CH2:54][CH2:55]2)=[O:18])[C@@H:8]([C:6]([O:5][C:1]([CH3:2])([CH3:3])[CH3:4])=[O:7])[CH2:15][C:12]2([CH2:13][CH2:14]2)[CH2:11]1. (5) Given the reactants [Cl:1][C:2]1[CH:7]=[CH:6][C:5]([C:8]2[CH:9]=[C:10]([C:20]([OH:22])=O)[CH:11]=[N:12][C:13]=2[O:14][CH2:15][C:16]([F:19])([F:18])[F:17])=[CH:4][CH:3]=1.[F:23][C:24]([F:29])([F:28])[CH2:25][NH:26][NH2:27].CN(C(ON1N=NC2C=CC=CC1=2)=[N+](C)C)C.[B-](F)(F)(F)F.CCN(C(C)C)C(C)C, predict the reaction product. The product is: [Cl:1][C:2]1[CH:7]=[CH:6][C:5]([C:8]2[CH:9]=[C:10]([C:20]([NH:27][NH:26][CH2:25][C:24]([F:29])([F:28])[F:23])=[O:22])[CH:11]=[N:12][C:13]=2[O:14][CH2:15][C:16]([F:18])([F:17])[F:19])=[CH:4][CH:3]=1. (6) Given the reactants CC1(C)[O:6][C@@H:5]([C@H:7]([NH:11][CH2:12][C:13]2[C:17]3[N:18]=[CH:19][N:20]=[C:21]([OH:22])[C:16]=3[NH:15][CH:14]=2)[CH2:8][S:9][CH3:10])[CH2:4][O:3]1.Cl, predict the reaction product. The product is: [OH:6][C@H:5]([CH2:4][OH:3])[C@H:7]([NH:11][CH2:12][C:13]1[C:17]2[N:18]=[CH:19][NH:20][C:21](=[O:22])[C:16]=2[NH:15][CH:14]=1)[CH2:8][S:9][CH3:10]. (7) Given the reactants [CH:1]1([Mg]Br)[CH2:3][CH2:2]1.[Cl:6][C:7]1[CH:8]=[CH:9][C:10]([C:31]([O:33]C)=O)=[C:11]2[C:15]=1[N:14]=[C:13]1[N:16]([C:20]3[C:21]([O:29][CH3:30])=[N:22][C:23]([CH3:28])=[N:24][C:25]=3[O:26][CH3:27])[CH2:17][CH2:18][CH2:19][N:12]21.O1[CH2:39][CH2:38][CH2:37]C1, predict the reaction product. The product is: [Cl:6][C:7]1[C:15]2[N:14]=[C:13]3[N:16]([C:20]4[C:25]([O:26][CH3:27])=[N:24][C:23]([CH3:28])=[N:22][C:21]=4[O:29][CH3:30])[CH2:17][CH2:18][CH2:19][N:12]3[C:11]=2[C:10]([C:31]([CH:37]2[CH2:38][CH2:39]2)([CH:1]2[CH2:3][CH2:2]2)[OH:33])=[CH:9][CH:8]=1.